Task: Predict the reaction yield, written as a fraction of the theoretical maximum amount of product (1.0 means a 100% yield; for example, 0.34 means a 34% yield).. Dataset: Reaction yield outcomes from USPTO patents with 853,638 reactions The reactants are [NH:1]1[C:5]([C:6]2[CH:16]=[CH:15][CH:14]=[CH:13][C:7]=2[C:8]([O:10]CC)=[O:9])=[CH:4][N:3]=[CH:2]1. The catalyst is CO.Cl. The product is [NH:3]1[CH:4]=[C:5]([C:6]2[CH:16]=[CH:15][CH:14]=[CH:13][C:7]=2[C:8]([OH:10])=[O:9])[N:1]=[CH:2]1. The yield is 0.860.